Predict which catalyst facilitates the given reaction. From a dataset of Catalyst prediction with 721,799 reactions and 888 catalyst types from USPTO. (1) Reactant: C(OC(=O)[NH:7][CH:8]1[CH2:13][CH2:12][CH:11]([N:14]2[C:18]3=[C:19]4[S:25][CH:24]=[CH:23][C:20]4=[N:21][CH:22]=[C:17]3[N:16]=[C:15]2[C@H:26]([OH:28])[CH3:27])[CH2:10][CH2:9]1)(C)(C)C.[ClH:30].O1CCOCC1. Product: [ClH:30].[ClH:30].[NH2:7][CH:8]1[CH2:13][CH2:12][CH:11]([N:14]2[C:18]3=[C:19]4[S:25][CH:24]=[CH:23][C:20]4=[N:21][CH:22]=[C:17]3[N:16]=[C:15]2[C@H:26]([OH:28])[CH3:27])[CH2:10][CH2:9]1.[ClH:30]. The catalyst class is: 2. (2) Reactant: C[O:2][C:3]1[CH:12]=[CH:11][CH:10]=[C:9]2[C:4]=1[CH:5]=[CH:6][C:7]([C:13]([F:16])([F:15])[F:14])=[N:8]2.B(Br)(Br)Br.O. Product: [F:16][C:13]([F:14])([F:15])[C:7]1[CH:6]=[CH:5][C:4]2[C:3]([OH:2])=[CH:12][CH:11]=[CH:10][C:9]=2[N:8]=1. The catalyst class is: 2. (3) Reactant: C[O:2][C:3]([C:5]1[CH2:6][N:7]([C:33]([O:35][C:36]([CH3:39])([CH3:38])[CH3:37])=[O:34])[CH2:8][CH2:9][C:10]=1[C:11]1[CH:12]=[N:13][C:14]([O:17][CH2:18][C:19]2[O:23][N:22]=[C:21]([C:24]3[C:29]([F:30])=[CH:28][CH:27]=[C:26]([F:31])[C:25]=3[Cl:32])[CH:20]=2)=[CH:15][CH:16]=1)=[O:4].[Li+].[OH-].Cl. The catalyst class is: 1. Product: [C:36]([O:35][C:33]([N:7]1[CH2:8][CH2:9][C:10]([C:11]2[CH:12]=[N:13][C:14]([O:17][CH2:18][C:19]3[O:23][N:22]=[C:21]([C:24]4[C:29]([F:30])=[CH:28][CH:27]=[C:26]([F:31])[C:25]=4[Cl:32])[CH:20]=3)=[CH:15][CH:16]=2)=[C:5]([C:3]([OH:4])=[O:2])[CH2:6]1)=[O:34])([CH3:39])([CH3:37])[CH3:38]. (4) Reactant: [O:1]=[C:2]1[NH:7][C:6]2[CH:8]=[C:9]([C:12](=[CH:15][C:16]3[CH:21]=[CH:20][CH:19]=[CH:18][CH:17]=3)[CH:13]=O)[CH:10]=[CH:11][C:5]=2[O:4][CH2:3]1.[OH:22][CH2:23][CH2:24][CH2:25][CH2:26][CH2:27][C:28](=[S:30])[NH2:29].Cl.CO. Product: [OH:22][CH2:23][CH2:24][CH2:25][CH2:26][CH2:27][C:28]1[S:30][CH:15]([C:16]2[CH:21]=[CH:20][CH:19]=[CH:18][CH:17]=2)[C:12]([C:9]2[CH:10]=[CH:11][C:5]3[O:4][CH2:3][C:2](=[O:1])[NH:7][C:6]=3[CH:8]=2)=[CH:13][N:29]=1. The catalyst class is: 12. (5) Reactant: [H-].[Na+].[NH:3]1[C:11]2[C:6](=[CH:7][CH:8]=[CH:9][CH:10]=2)[CH:5]=[CH:4]1.CN(C)C=O.[Br:17][CH2:18][CH2:19][CH2:20]Br. Product: [Br:17][CH2:18][CH2:19][CH2:20][N:3]1[C:11]2[C:6](=[CH:7][CH:8]=[CH:9][CH:10]=2)[CH:5]=[CH:4]1. The catalyst class is: 6. (6) Reactant: [Li]CCCC.Br[C:7]1[CH:8]=[CH:9][C:10]2[C:11]([CH:22]=1)=[C:12]([C:15]1[CH:20]=[CH:19][CH:18]=[C:17]([Cl:21])[CH:16]=1)[O:13][N:14]=2.[Cl:23][C:24]1[N:29]=[CH:28][C:27]([C:30]([C:32]2[N:36]([CH3:37])[CH:35]=[N:34][CH:33]=2)=[O:31])=[CH:26][CH:25]=1.O. Product: [Cl:21][C:17]1[CH:16]=[C:15]([C:12]2[O:13][N:14]=[C:10]3[CH:9]=[CH:8][C:7]([C:30]([C:27]4[CH:28]=[N:29][C:24]([Cl:23])=[CH:25][CH:26]=4)([C:32]4[N:36]([CH3:37])[CH:35]=[N:34][CH:33]=4)[OH:31])=[CH:22][C:11]=23)[CH:20]=[CH:19][CH:18]=1. The catalyst class is: 1. (7) Reactant: [CH3:1][O:2][C:3]1[CH:12]=[C:11]2[C:6]([CH2:7][CH2:8][CH2:9][NH:10]2)=[CH:5][CH:4]=1.Cl[C:14]1[C:15](=[O:28])[NH:16][C:17]2[C:22]([N:23]=1)=[CH:21][C:20]([C:24]([O:26][CH3:27])=[O:25])=[CH:19][CH:18]=2. Product: [CH3:1][O:2][C:3]1[CH:12]=[C:11]2[C:6]([CH2:7][CH2:8][CH2:9][N:10]2[C:14]2[C:15](=[O:28])[NH:16][C:17]3[C:22]([N:23]=2)=[CH:21][C:20]([C:24]([O:26][CH3:27])=[O:25])=[CH:19][CH:18]=3)=[CH:5][CH:4]=1. The catalyst class is: 179. (8) Reactant: [CH:1]1([CH2:7][CH:8]2[CH2:13][CH:12]([C:14]([O:16]C)=[O:15])[CH2:11][CH2:10][N:9]2[C:18]([O:20][CH3:21])=[O:19])[CH2:6][CH2:5][CH2:4][CH2:3][CH2:2]1.[Li+].[OH-]. Product: [CH:1]1([CH2:7][CH:8]2[CH2:13][CH:12]([C:14]([OH:16])=[O:15])[CH2:11][CH2:10][N:9]2[C:18]([O:20][CH3:21])=[O:19])[CH2:6][CH2:5][CH2:4][CH2:3][CH2:2]1. The catalyst class is: 20.